From a dataset of NCI-60 drug combinations with 297,098 pairs across 59 cell lines. Regression. Given two drug SMILES strings and cell line genomic features, predict the synergy score measuring deviation from expected non-interaction effect. Drug 1: CCC1=CC2CC(C3=C(CN(C2)C1)C4=CC=CC=C4N3)(C5=C(C=C6C(=C5)C78CCN9C7C(C=CC9)(C(C(C8N6C)(C(=O)OC)O)OC(=O)C)CC)OC)C(=O)OC.C(C(C(=O)O)O)(C(=O)O)O. Drug 2: CC1C(C(CC(O1)OC2CC(CC3=C2C(=C4C(=C3O)C(=O)C5=C(C4=O)C(=CC=C5)OC)O)(C(=O)CO)O)N)O.Cl. Cell line: OVCAR-4. Synergy scores: CSS=37.5, Synergy_ZIP=1.77, Synergy_Bliss=1.64, Synergy_Loewe=0.933, Synergy_HSA=2.26.